This data is from Full USPTO retrosynthesis dataset with 1.9M reactions from patents (1976-2016). The task is: Predict the reactants needed to synthesize the given product. (1) Given the product [CH2:1]([O:8][C:9]1[CH:15]=[CH:14][C:13]([B:20]2[O:21][C:22]([CH3:24])([CH3:23])[C:18]([CH3:34])([CH3:17])[O:19]2)=[CH:12][C:10]=1[NH2:11])[C:2]1[CH:7]=[CH:6][CH:5]=[CH:4][CH:3]=1, predict the reactants needed to synthesize it. The reactants are: [CH2:1]([O:8][C:9]1[CH:15]=[CH:14][C:13](Br)=[CH:12][C:10]=1[NH2:11])[C:2]1[CH:7]=[CH:6][CH:5]=[CH:4][CH:3]=1.[CH3:17][C:18]1([CH3:34])[C:22]([CH3:24])([CH3:23])[O:21][B:20]([B:20]2[O:21][C:22]([CH3:24])([CH3:23])[C:18]([CH3:34])([CH3:17])[O:19]2)[O:19]1.C([O-])(=O)C.[K+]. (2) Given the product [C:21]([O:25][C:26](=[O:29])[CH2:27][N:16]1[C:12]([C:9]2[CH:10]=[CH:11][C:6]3[NH:5][C:4](=[O:19])[O:3][C:2]([CH3:20])([CH3:1])[C:7]=3[CH:8]=2)=[CH:13][CH:14]=[C:15]1[C:17]#[N:18])([CH3:24])([CH3:23])[CH3:22], predict the reactants needed to synthesize it. The reactants are: [CH3:1][C:2]1([CH3:20])[C:7]2[CH:8]=[C:9]([C:12]3[NH:16][C:15]([C:17]#[N:18])=[CH:14][CH:13]=3)[CH:10]=[CH:11][C:6]=2[NH:5][C:4](=[O:19])[O:3]1.[C:21]([O:25][C:26](=[O:29])[CH2:27]Br)([CH3:24])([CH3:23])[CH3:22]. (3) Given the product [F:25][C:18]1[CH:19]=[C:20]([CH3:24])[C:21]([F:23])=[CH:22][C:17]=1[CH2:16][O:15][C:12]1[C:11]([C:26]([NH2:27])=[O:28])=[C:10]([NH:9][C:8]([NH:39][CH2:38][CH2:37][CH2:36][CH2:35][CH2:34][NH:33][CH:30]([CH3:32])[CH3:31])=[O:29])[S:14][N:13]=1, predict the reactants needed to synthesize it. The reactants are: C1(O[C:8](=[O:29])[NH:9][C:10]2[S:14][N:13]=[C:12]([O:15][CH2:16][C:17]3[CH:22]=[C:21]([F:23])[C:20]([CH3:24])=[CH:19][C:18]=3[F:25])[C:11]=2[C:26](=[O:28])[NH2:27])C=CC=CC=1.[CH:30]([NH:33][CH2:34][CH2:35][CH2:36][CH2:37][CH2:38][NH2:39])([CH3:32])[CH3:31]. (4) The reactants are: [Br:1][C:2]1[CH:3]=[C:4]([N+:13]([O-:15])=[O:14])[C:5]([OH:12])=[C:6]([CH:11]=1)[C:7]([O:9][CH3:10])=[O:8].Br[CH2:17][C:18]([O:20][CH3:21])=[O:19]. Given the product [Br:1][C:2]1[CH:3]=[C:4]([N+:13]([O-:15])=[O:14])[C:5]([O:12][CH2:17][C:18]([O:20][CH3:21])=[O:19])=[C:6]([CH:11]=1)[C:7]([O:9][CH3:10])=[O:8], predict the reactants needed to synthesize it. (5) Given the product [Cl:1][C:2]1[CH:3]=[C:4]2[C@@:10]3([CH2:14][CH2:13][N:12]([C:38]([NH:31][CH3:28])=[O:39])[CH2:11]3)[CH2:9][N:8]([C:15]([NH:17][C:18]3[S:19][C:20]([Cl:23])=[CH:21][N:22]=3)=[O:16])[C:5]2=[CH:6][CH:7]=1, predict the reactants needed to synthesize it. The reactants are: [Cl:1][C:2]1[CH:3]=[C:4]2[C@:10]3([CH2:14][CH2:13][NH:12][CH2:11]3)[CH2:9][N:8]([C:15]([NH:17][C:18]3[S:19][C:20]([Cl:23])=[CH:21][N:22]=3)=[O:16])[C:5]2=[CH:6][CH:7]=1.ClC1C=C2C3(CCNC3)C[N:31]([C:38](NC3SC(Cl)=CN=3)=[O:39])[C:28]2=CC=1.